From a dataset of Catalyst prediction with 721,799 reactions and 888 catalyst types from USPTO. Predict which catalyst facilitates the given reaction. (1) Reactant: [C:1]([O:5][C:6]([N:8]1[CH2:13][CH2:12][CH:11]([O:14][C:15]2[CH:20]=[CH:19][C:18]([C:21](=O)[CH2:22][CH2:23][C:24](OCC)=[O:25])=[C:17]([F:30])[CH:16]=2)[CH2:10][CH2:9]1)=[O:7])([CH3:4])([CH3:3])[CH3:2].O.[NH2:32][NH2:33]. Product: [C:1]([O:5][C:6]([N:8]1[CH2:13][CH2:12][CH:11]([O:14][C:15]2[CH:20]=[CH:19][C:18]([C:21]3[CH2:22][CH2:23][C:24](=[O:25])[NH:33][N:32]=3)=[C:17]([F:30])[CH:16]=2)[CH2:10][CH2:9]1)=[O:7])([CH3:4])([CH3:3])[CH3:2]. The catalyst class is: 32. (2) Reactant: [CH3:1][O:2][C:3]1[CH:4]=[C:5]([SH:9])[CH:6]=[CH:7][CH:8]=1.CS(O[CH2:15][C@@H:16]1[C@:25]2([CH3:26])[C@H:20]([C:21]([CH3:28])([CH3:27])[CH2:22][CH2:23][CH2:24]2)[CH2:19][CH2:18][C@:17]1([OH:30])[CH3:29])(=O)=O.C([O-])([O-])=O.[Cs+].[Cs+]. Product: [CH3:1][O:2][C:3]1[CH:4]=[C:5]([S:9][CH2:15][C@@H:16]2[C@:25]3([CH3:26])[C@H:20]([C:21]([CH3:28])([CH3:27])[CH2:22][CH2:23][CH2:24]3)[CH2:19][CH2:18][C@@:17]2([CH3:29])[OH:30])[CH:6]=[CH:7][CH:8]=1. The catalyst class is: 23. (3) The catalyst class is: 15. Product: [BrH:14].[Br:14][CH2:12][C:11]([C:8]1[CH:9]=[N:10][C:5]([O:4][CH2:3][CH2:2][F:1])=[CH:6][CH:7]=1)=[O:13]. Reactant: [F:1][CH2:2][CH2:3][O:4][C:5]1[N:10]=[CH:9][C:8]([C:11](=[O:13])[CH3:12])=[CH:7][CH:6]=1.[BrH:14].BrBr. (4) Reactant: [C:1]1([C:7]2[CH:13]=[C:12]([C:14]3[CH:19]=[CH:18][CH:17]=[CH:16][CH:15]=3)[CH:11]=[C:10]([C:20]3[CH:25]=[CH:24][CH:23]=[CH:22][CH:21]=3)[C:8]=2[NH2:9])[CH:6]=[CH:5][CH:4]=[CH:3][CH:2]=1.[N:26]1[CH:31]=[CH:30][CH:29]=[CH:28][C:27]=1[CH:32]=O.O. Product: [C:20]1([C:10]2[CH:11]=[C:12]([C:14]3[CH:19]=[CH:18][CH:17]=[CH:16][CH:15]=3)[CH:13]=[C:7]([C:1]3[CH:6]=[CH:5][CH:4]=[CH:3][CH:2]=3)[C:8]=2/[N:9]=[CH:32]/[C:27]2[CH:28]=[CH:29][CH:30]=[CH:31][N:26]=2)[CH:25]=[CH:24][CH:23]=[CH:22][CH:21]=1. The catalyst class is: 2.